From a dataset of Full USPTO retrosynthesis dataset with 1.9M reactions from patents (1976-2016). Predict the reactants needed to synthesize the given product. (1) The reactants are: N1[CH:6]=[CH:5][CH:4]=[CH:3][CH:2]=1.CS(Cl)(=O)=O.[S:12]([O-])(=O)(=O)C.C(N(CC)CC)C.[C:24]([O:27][CH2:28]C)(=[O:26])C. Given the product [S:12]1[CH2:6][CH2:5][CH:4]=[C:3]([C:24]([O:27][CH3:28])=[O:26])[CH2:2]1, predict the reactants needed to synthesize it. (2) The reactants are: [Cl:1][C:2]1[CH:3]=[CH:4][CH:5]=[C:6]2[C:10]=1[C:9](=[O:11])[N:8]([C:12]1[CH:13]=[C:14]([CH:32]=[CH:33][CH:34]=1)[C:15]([NH:17][CH2:18][CH2:19][CH:20]1[CH2:25][CH2:24][N:23]([C:26]3C=CN=CC=3)[CH2:22][CH2:21]1)=[O:16])[CH2:7]2.CN1CCC2(CCNCC2)[CH2:38][CH2:37]1.ClC1C=CC=C2C=1C(=O)N(C1C=C(C=CC=1)C(O)=O)C2. Given the product [Cl:1][C:2]1[CH:3]=[CH:4][CH:5]=[C:6]2[C:10]=1[C:9](=[O:11])[N:8]([C:12]1[CH:34]=[CH:33][CH:32]=[C:14]([C:15]([N:17]3[CH2:38][CH2:37][C:20]4([CH2:21][CH2:22][N:23]([CH3:26])[CH2:24][CH2:25]4)[CH2:19][CH2:18]3)=[O:16])[CH:13]=1)[CH2:7]2, predict the reactants needed to synthesize it.